From a dataset of Full USPTO retrosynthesis dataset with 1.9M reactions from patents (1976-2016). Predict the reactants needed to synthesize the given product. (1) Given the product [CH:30]1([C:28]2[NH:27][N:26]=[C:25]([NH:24][C:22]3[C:21](/[CH:33]=[CH:34]/[CH2:35][OH:36])=[CH:20][N:19]=[C:18]([C:15]4[S:14][C:13]([S:10]([NH2:9])(=[O:12])=[O:11])=[CH:17][CH:16]=4)[N:23]=3)[CH:29]=2)[CH2:32][CH2:31]1, predict the reactants needed to synthesize it. The reactants are: B(Cl)(Cl)Cl.C([NH:9][S:10]([C:13]1[S:14][C:15]([C:18]2[N:23]=[C:22]([NH:24][C:25]3[CH:29]=[C:28]([CH:30]4[CH2:32][CH2:31]4)[NH:27][N:26]=3)[C:21](/[CH:33]=[CH:34]/[CH2:35][OH:36])=[CH:20][N:19]=2)=[CH:16][CH:17]=1)(=[O:12])=[O:11])(C)(C)C. (2) Given the product [CH3:1][C:2]1[C:8]([CH3:9])=[CH:7][C:5]([NH:6][C:16]2[CH:15]=[CH:14][CH:19]=[CH:18][C:17]=2[CH2:20][CH2:21][OH:22])=[C:4]([N+:10]([O-:12])=[O:11])[CH:3]=1, predict the reactants needed to synthesize it. The reactants are: [CH3:1][C:2]1[C:8]([CH3:9])=[CH:7][C:5]([NH2:6])=[C:4]([N+:10]([O-:12])=[O:11])[CH:3]=1.Br[C:14]1[CH:19]=[CH:18][C:17]([CH2:20][CH2:21][OH:22])=[CH:16][CH:15]=1. (3) Given the product [F:1][C:2]1[CH:7]=[C:6]([F:8])[CH:5]=[CH:4][C:3]=1[C:13]1[N:18]=[C:17]([NH2:19])[N:16]=[C:15]([NH:20][CH3:21])[CH:14]=1, predict the reactants needed to synthesize it. The reactants are: [F:1][C:2]1[CH:7]=[C:6]([F:8])[CH:5]=[CH:4][C:3]=1B(O)O.Cl[C:13]1[N:18]=[C:17]([NH2:19])[N:16]=[C:15]([NH:20][CH3:21])[CH:14]=1.